From a dataset of Forward reaction prediction with 1.9M reactions from USPTO patents (1976-2016). Predict the product of the given reaction. (1) Given the reactants CO[C:3](=[O:27])[C:4]1[CH:9]=[CH:8][C:7]([O:10][CH2:11][C:12]2[C:13]([C:21]3[CH:26]=[CH:25][CH:24]=[CH:23][CH:22]=3)=[N:14][O:15][C:16]=2[C:17]([F:20])([F:19])[F:18])=[N:6][CH:5]=1.COC(=O)C1C=CC(OC[C:39]2[C:40]([C:45]3[CH:50]=CC=C(F)C=3)=[N:41][O:42][C:43]=2C)=NC=1.NC1CCOCC1, predict the reaction product. The product is: [C:21]1([C:13]2[C:12]([CH2:11][O:10][C:7]3[CH:8]=[CH:9][C:4]([C:3]([NH:41][CH:40]4[CH2:45][CH2:50][O:42][CH2:43][CH2:39]4)=[O:27])=[CH:5][N:6]=3)=[C:16]([C:17]([F:19])([F:20])[F:18])[O:15][N:14]=2)[CH:26]=[CH:25][CH:24]=[CH:23][CH:22]=1. (2) Given the reactants O=P12OP3(OP(OP(O3)(O1)=O)(=O)O2)=O.P(=O)(O)(O)O.[CH3:20][O:21][C:22]([C:24]1[CH:29]=[CH:28][C:27]([CH2:30][CH2:31][CH2:32][CH2:33][C:34]([OH:36])=O)=[CH:26][CH:25]=1)=[O:23], predict the reaction product. The product is: [O:36]=[C:34]1[C:28]2[CH:29]=[C:24]([C:22]([O:21][CH3:20])=[O:23])[CH:25]=[CH:26][C:27]=2[CH2:30][CH2:31][CH2:32][CH2:33]1. (3) The product is: [CH2:1]1[C@@H:6]([CH2:7][NH2:8])[O:5][C@H:4]([O:9][C@H:10]2[C@H:15]([OH:16])[C@@H:14]([O:17][C@H:18]3[O:23][C@H:22]([CH2:24][OH:25])[C@@H:21]([OH:26])[C@H:20]([NH2:27])[C@H:19]3[OH:28])[C@H:13]([NH:29][C:30]([C@@H:32]([OH:36])[CH2:33][CH2:34][NH2:35])=[O:31])[CH2:12][C@@H:11]2[NH2:37])[C@H:3]([NH2:38])[CH2:2]1.[ClH:40]. Given the reactants [CH2:1]1[C@@H:6]([CH2:7][NH2:8])[O:5][C@H:4]([O:9][C@H:10]2[C@H:15]([OH:16])[C@@H:14]([O:17][C@H:18]3[O:23][C@H:22]([CH2:24][OH:25])[C@@H:21]([OH:26])[C@H:20]([NH2:27])[C@H:19]3[OH:28])[C@H:13]([NH:29][C:30]([C@@H:32]([OH:36])[CH2:33][CH2:34][NH2:35])=[O:31])[CH2:12][C@@H:11]2[NH2:37])[C@H:3]([NH2:38])[CH2:2]1.[Na+].[Cl-:40].Cl.[OH-].[Na+], predict the reaction product. (4) Given the reactants [OH:1][N:2]1[C:6](=[O:7])[CH2:5][CH2:4][C:3]1=[O:8].N1C=CC=CC=1.[C:15]([O:18][CH2:19][C:20](Cl)=[O:21])(=[O:17])[CH3:16], predict the reaction product. The product is: [C:15]([O:18][CH2:19][C:20]([O:1][N:2]1[C:6](=[O:7])[CH2:5][CH2:4][C:3]1=[O:8])=[O:21])(=[O:17])[CH3:16]. (5) Given the reactants C1(C(=[N:14][C:15]2[CH:31]=[CH:30][C:18]3[S:19][C:20]([C:23]4[CH:28]=[CH:27][N:26]=[C:25]([NH2:29])[N:24]=4)=[C:21]([CH3:22])[C:17]=3[CH:16]=2)C2C=CC=CC=2)C=CC=CC=1.[CH3:32][O:33][C:34]1[CH:35]=[C:36]([CH:40]=[C:41]([O:45][CH3:46])[C:42]=1[O:43][CH3:44])[C:37]([OH:39])=O.C(N(CC)CC)C.CN(C(ON1N=NC2C=CC=NC1=2)=[N+](C)C)C.F[P-](F)(F)(F)(F)F, predict the reaction product. The product is: [NH2:29][C:25]1[N:24]=[C:23]([C:20]2[S:19][C:18]3[CH:30]=[CH:31][C:15]([NH:14][C:37](=[O:39])[C:36]4[CH:40]=[C:41]([O:45][CH3:46])[C:42]([O:43][CH3:44])=[C:34]([O:33][CH3:32])[CH:35]=4)=[CH:16][C:17]=3[C:21]=2[CH3:22])[CH:28]=[CH:27][N:26]=1.